This data is from Reaction yield outcomes from USPTO patents with 853,638 reactions. The task is: Predict the reaction yield, written as a fraction of the theoretical maximum amount of product (1.0 means a 100% yield; for example, 0.34 means a 34% yield). (1) The reactants are Cl[C:2]1[CH:7]=[C:6]([O:8][C:9]2[CH:10]=[N:11][C:12]([N+:15]([O-:17])=[O:16])=[CH:13][CH:14]=2)[CH:5]=[CH:4][N:3]=1.C([O-])([O-])=O.[K+].[K+].[F:24][C:25]([F:36])([F:35])[C:26]1[CH:31]=[C:30](B(O)O)[CH:29]=[CH:28][N:27]=1. The catalyst is O1CCOCC1.O.C1C=CC([P]([Pd]([P](C2C=CC=CC=2)(C2C=CC=CC=2)C2C=CC=CC=2)([P](C2C=CC=CC=2)(C2C=CC=CC=2)C2C=CC=CC=2)[P](C2C=CC=CC=2)(C2C=CC=CC=2)C2C=CC=CC=2)(C2C=CC=CC=2)C2C=CC=CC=2)=CC=1. The product is [N+:15]([C:12]1[N:11]=[CH:10][C:9]([O:8][C:6]2[CH:5]=[CH:4][N:3]=[C:2]([C:30]3[CH:29]=[CH:28][N:27]=[C:26]([C:25]([F:36])([F:35])[F:24])[CH:31]=3)[CH:7]=2)=[CH:14][CH:13]=1)([O-:17])=[O:16]. The yield is 0.770. (2) The reactants are [Cl:1][C:2]1[CH:7]=[CH:6][C:5]([CH:8]([C:22]#[N:23])[CH:9]2[CH2:14][CH2:13][N:12](C(OC(C)(C)C)=O)[CH2:11][CH2:10]2)=[C:4]([F:24])[CH:3]=1.Cl. The catalyst is O1CCOCC1. The product is [ClH:1].[Cl:1][C:2]1[CH:7]=[CH:6][C:5]([CH:8]([CH:9]2[CH2:10][CH2:11][NH:12][CH2:13][CH2:14]2)[C:22]#[N:23])=[C:4]([F:24])[CH:3]=1. The yield is 0.850. (3) The reactants are Cl[C:2]1[CH:3]=[C:4]([NH:11][C:12]2[C:17]([F:18])=[CH:16][CH:15]=[CH:14][C:13]=2[F:19])[C:5]2[N:6]([CH:8]=[CH:9][N:10]=2)[N:7]=1.[NH2:20][C@H:21]1[CH2:26][CH2:25][C@H:24]([NH2:27])[CH2:23][CH2:22]1. The catalyst is O. The product is [NH2:20][C@H:21]1[CH2:26][CH2:25][C@H:24]([NH:27][C:2]2[CH:3]=[C:4]([NH:11][C:12]3[C:17]([F:18])=[CH:16][CH:15]=[CH:14][C:13]=3[F:19])[C:5]3[N:6]([CH:8]=[CH:9][N:10]=3)[N:7]=2)[CH2:23][CH2:22]1. The yield is 0.460. (4) The reactants are [NH:1]1[CH:5]=[CH:4][CH:3]=[C:2]1[CH:6]=O.[CH:8]([P:11]([CH:15]([CH3:17])[CH3:16])[CH2:12][CH2:13][NH2:14])([CH3:10])[CH3:9]. No catalyst specified. The product is [NH:1]1[CH:5]=[CH:4][CH:3]=[C:2]1[CH:6]=[N:14][CH2:13][CH2:12][P:11]([CH:15]([CH3:17])[CH3:16])[CH:8]([CH3:10])[CH3:9]. The yield is 0.970. (5) The reactants are [CH3:1][S:2][C:3]1[N:8]=[C:7]([NH:9][C:10]2[S:11][C:12]3[CH:18]=[CH:17][CH:16]=[CH:15][C:13]=3[N:14]=2)[CH:6]=[C:5]([CH2:19][C:20]2[CH:25]=[CH:24][CH:23]=[CH:22][CH:21]=2)[N:4]=1.[OH:26]OS([O-])=O.[K+].ClCCl. The yield is 0.520. The catalyst is CN(C)C=O.O. The product is [CH3:1][S:2]([C:3]1[N:8]=[C:7]([NH:9][C:10]2[S:11][C:12]3[CH:18]=[CH:17][CH:16]=[CH:15][C:13]=3[N:14]=2)[CH:6]=[C:5]([CH2:19][C:20]2[CH:25]=[CH:24][CH:23]=[CH:22][CH:21]=2)[N:4]=1)=[O:26]. (6) The reactants are [Cl:1][CH2:2][CH2:3][O:4][C:5]1[CH:12]=[CH:11][C:8]([CH2:9]O)=[CH:7][CH:6]=1.S(Br)([Br:15])=O. The catalyst is O1CCOCC1.CCOCC. The yield is 0.580. The product is [Cl:1][CH2:2][CH2:3][O:4][C:5]1[CH:12]=[CH:11][C:8]([CH2:9][Br:15])=[CH:7][CH:6]=1.